From a dataset of Forward reaction prediction with 1.9M reactions from USPTO patents (1976-2016). Predict the product of the given reaction. Given the reactants [NH2:1][C@@H:2]1[CH2:7][CH2:6][CH2:5][C@H:4]([NH:8][C:9](=[O:18])[O:10][CH2:11][C:12]2[CH:17]=[CH:16][CH:15]=[CH:14][CH:13]=2)[CH2:3]1.C(=O)([O-])[O-].[Cs+].[Cs+].I[C:26]1[CH:31]=[N:30][CH:29]=[CH:28][N:27]=1.CC(C)C(C1CCCCC1=O)=O.C(=O)(O)[O-].[Na+], predict the reaction product. The product is: [N:27]1[CH:28]=[CH:29][N:30]=[CH:31][C:26]=1[NH:1][C@@H:2]1[CH2:7][CH2:6][CH2:5][C@H:4]([NH:8][C:9](=[O:18])[O:10][CH2:11][C:12]2[CH:17]=[CH:16][CH:15]=[CH:14][CH:13]=2)[CH2:3]1.